Dataset: NCI-60 drug combinations with 297,098 pairs across 59 cell lines. Task: Regression. Given two drug SMILES strings and cell line genomic features, predict the synergy score measuring deviation from expected non-interaction effect. Drug 1: CCC1(CC2CC(C3=C(CCN(C2)C1)C4=CC=CC=C4N3)(C5=C(C=C6C(=C5)C78CCN9C7C(C=CC9)(C(C(C8N6C)(C(=O)OC)O)OC(=O)C)CC)OC)C(=O)OC)O.OS(=O)(=O)O. Drug 2: C(CN)CNCCSP(=O)(O)O. Cell line: A498. Synergy scores: CSS=-0.585, Synergy_ZIP=1.27, Synergy_Bliss=0.846, Synergy_Loewe=0.489, Synergy_HSA=-1.07.